From a dataset of Forward reaction prediction with 1.9M reactions from USPTO patents (1976-2016). Predict the product of the given reaction. (1) Given the reactants [S:1]1[CH:5]=[CH:4][C:3]2[C:6]([N:10]3[CH2:15][CH2:14][N:13]([CH2:16][CH2:17][CH2:18][CH2:19][O:20][C:21]4[CH:30]=[C:29]5[C:24]([CH2:25][CH2:26][C:27](=[O:31])[NH:28]5)=[CH:23][CH:22]=4)[CH2:12][CH2:11]3)=[CH:7][CH:8]=[CH:9][C:2]1=2.N1C=CC=CC=1.[CH:38]1([C:44](Cl)=[O:45])[CH2:43][CH2:42][CH2:41][CH2:40][CH2:39]1.O, predict the reaction product. The product is: [S:1]1[CH:5]=[CH:4][C:3]2[C:6]([N:10]3[CH2:11][CH2:12][N:13]([CH2:16][CH2:17][CH2:18][CH2:19][O:20][C:21]4[CH:30]=[C:29]5[C:24]([CH2:25][CH2:26][C:27](=[O:31])[N:28]5[C:44]([CH:38]5[CH2:43][CH2:42][CH2:41][CH2:40][CH2:39]5)=[O:45])=[CH:23][CH:22]=4)[CH2:14][CH2:15]3)=[CH:7][CH:8]=[CH:9][C:2]1=2. (2) Given the reactants COC1C=CC(P2(SP(C3C=CC(OC)=CC=3)(=S)S2)=[S:10])=CC=1.[CH2:23]([S:26][C:27]1[CH:32]=[CH:31][NH:30][C:29](=O)[C:28]=1[CH3:34])[CH2:24][CH3:25], predict the reaction product. The product is: [CH2:23]([S:26][C:27]1[CH:32]=[CH:31][NH:30][C:29](=[S:10])[C:28]=1[CH3:34])[CH2:24][CH3:25].